From a dataset of Reaction yield outcomes from USPTO patents with 853,638 reactions. Predict the reaction yield, written as a fraction of the theoretical maximum amount of product (1.0 means a 100% yield; for example, 0.34 means a 34% yield). (1) The reactants are [CH3:1][O:2][C:3]1[CH:4]=[C:5]([N+:17]([O-:19])=[O:18])[C:6]([CH:11](O)[CH2:12][N+:13]([O-:15])=[O:14])=[N:7][C:8]=1[O:9][CH3:10].CC([O-])=O.[Na+].C([O-])(O)=O.[Na+]. The catalyst is CC(OC(C)=O)=O. The product is [CH3:10][O:9][C:8]1[C:3]([O:2][CH3:1])=[CH:4][C:5]([N+:17]([O-:19])=[O:18])=[C:6]([CH:11]=[CH:12][N+:13]([O-:15])=[O:14])[N:7]=1. The yield is 0.892. (2) The reactants are [Cl:1][C:2]1[CH:7]=[C:6]([O:8][CH3:9])[CH:5]=[C:4]([O:10][CH3:11])[CH:3]=1.CN(CCN(C)C)C.[CH2:20]([O:22]CC)C.[Li]CCCC.Cl. The catalyst is CN(C=O)C. The product is [Cl:1][C:2]1[CH:3]=[C:4]([O:10][CH3:11])[C:5]([CH:20]=[O:22])=[C:6]([O:8][CH3:9])[CH:7]=1. The yield is 0.339.